From a dataset of Forward reaction prediction with 1.9M reactions from USPTO patents (1976-2016). Predict the product of the given reaction. Given the reactants [CH3:1][N:2]1[CH2:7][CH2:6][CH2:5][N:4]([CH2:8][C:9]([O:11]C(C)(C)C)=[O:10])[C:3]1=[O:16].C(O)(C(F)(F)F)=O, predict the reaction product. The product is: [CH3:1][N:2]1[CH2:7][CH2:6][CH2:5][N:4]([CH2:8][C:9]([OH:11])=[O:10])[C:3]1=[O:16].